From a dataset of Full USPTO retrosynthesis dataset with 1.9M reactions from patents (1976-2016). Predict the reactants needed to synthesize the given product. (1) Given the product [S:8]([C:5]1[CH:6]=[CH:7][C:2]([CH3:12])=[CH:3][CH:4]=1)([OH:11])(=[O:10])=[O:9].[F:13][C:14]1[CH:19]=[CH:18][C:17]([CH2:20][C:21]2[C:30]3[C:25](=[CH:26][CH:27]=[CH:28][CH:29]=3)[C:24](=[O:31])[NH:23][N:22]=2)=[CH:16][C:15]=1[N:32]1[C:36](=[O:37])[CH:35]([CH3:38])[N:34]([CH2:39][CH2:40][N:41]2[CH2:42][CH2:43][CH2:44][CH2:45]2)[C:33]1=[O:46], predict the reactants needed to synthesize it. The reactants are: O.[C:2]1([CH3:12])[CH:7]=[CH:6][C:5]([S:8]([OH:11])(=[O:10])=[O:9])=[CH:4][CH:3]=1.[F:13][C:14]1[CH:19]=[CH:18][C:17]([CH2:20][C:21]2[C:30]3[C:25](=[CH:26][CH:27]=[CH:28][CH:29]=3)[C:24](=[O:31])[NH:23][N:22]=2)=[CH:16][C:15]=1[N:32]1[C:36](=[O:37])[CH:35]([CH3:38])[N:34]([CH2:39][CH2:40][N:41]2[CH2:45][CH2:44][CH2:43][CH2:42]2)[C:33]1=[O:46]. (2) Given the product [NH3:8].[CH2:33]([N:8]([CH:2]([CH3:3])[CH3:29])[C@@H:9]1[CH2:14][CH2:13][C@H:12]([NH:15][C:16](=[O:25])[O:17][CH2:18][C:19]2[CH:20]=[CH:21][CH:22]=[CH:23][CH:24]=2)[C@H:11]([CH2:26][O:27][CH3:28])[CH2:10]1)[CH3:34], predict the reactants needed to synthesize it. The reactants are: F[C:2](F)(F)[C:3](O)=O.[NH2:8][C@@H:9]1[CH2:14][CH2:13][C@H:12]([NH:15][C:16](=[O:25])[O:17][CH2:18][C:19]2[CH:24]=[CH:23][CH:22]=[CH:21][CH:20]=2)[C@H:11]([CH2:26][O:27][CH3:28])[CH2:10]1.[C:29]([BH3-])#N.[Na+].[CH:33](=O)[CH3:34]. (3) Given the product [I:1][C:2]1[CH:3]=[C:4]([CH:5]([C:13]2[CH:14]=[CH:15][C:10]([CH3:18])=[CH:11][CH:12]=2)[OH:6])[CH:7]=[CH:8][CH:9]=1, predict the reactants needed to synthesize it. The reactants are: [I:1][C:2]1[CH:3]=[C:4]([CH:7]=[CH:8][CH:9]=1)[CH:5]=[O:6].[C:10]1([CH3:18])[CH:15]=[CH:14][C:13]([Mg]Br)=[CH:12][CH:11]=1.[Cl-].[NH4+].